Dataset: Reaction yield outcomes from USPTO patents with 853,638 reactions. Task: Predict the reaction yield, written as a fraction of the theoretical maximum amount of product (1.0 means a 100% yield; for example, 0.34 means a 34% yield). (1) The reactants are [OH:1][CH:2]1[CH:6]=[CH:5][C@:4]([CH2:13][OH:14])([C:7]#[C:8][Si:9]([CH3:12])([CH3:11])[CH3:10])[O:3]1.ClCCl.[C:18](O[C:18]([O:20][C:21]([CH3:24])([CH3:23])[CH3:22])=[O:19])([O:20][C:21]([CH3:24])([CH3:23])[CH3:22])=[O:19]. The catalyst is CN(C)C1C=CN=CC=1.O. The product is [C:4]([O:3][C:2]([O:14][CH2:13][C@@:4]1([C:7]#[C:8][Si:9]([CH3:10])([CH3:12])[CH3:11])[O:3][C@@H:2]([O:1][C:18]([O:20][C:21]([CH3:24])([CH3:23])[CH3:22])=[O:19])[CH:6]=[CH:5]1)=[O:1])([CH3:13])([CH3:7])[CH3:5]. The yield is 0.940. (2) The reactants are [CH:1]([C:3]1[NH:7][CH:6]=[C:5](/[CH:8]=[CH:9]/[C:10]([N:12]([CH3:14])[CH3:13])=[O:11])[CH:4]=1)=O.[C:15]([CH:20]=P(C1C=CC=CC=1)(C1C=CC=CC=1)C1C=CC=CC=1)([O:17][CH2:18][CH3:19])=[O:16]. The catalyst is C1C=CC=CC=1. The product is [CH3:13][N:12]([CH3:14])[C:10](/[CH:9]=[CH:8]/[C:5]1[CH:4]=[C:3](/[CH:1]=[CH:20]/[C:15]([O:17][CH2:18][CH3:19])=[O:16])[NH:7][CH:6]=1)=[O:11]. The yield is 0.750. (3) The reactants are FC(F)(F)S(O[C:7]1[C:23]([C:24]2[CH:29]=[CH:28][CH:27]=[CH:26][CH:25]=2)=[C:10]2[N:11]=[C:12]([C:19]([F:22])([F:21])[F:20])[CH:13]=[C:14]([C:15]([F:18])([F:17])[F:16])[N:9]2[N:8]=1)(=O)=O.[C:32]([O:36][C:37]([NH:39][C:40]1([C:44]2[CH:49]=[CH:48][C:47](B(O)O)=[CH:46][CH:45]=2)[CH2:43][CH2:42][CH2:41]1)=[O:38])([CH3:35])([CH3:34])[CH3:33].C(=O)([O-])[O-].[Cs+].[Cs+].CCCCCC. The catalyst is CN(C=O)C. The yield is 0.550. The product is [C:24]1([C:23]2[C:7]([C:47]3[CH:48]=[CH:49][C:44]([C:40]4([NH:39][C:37](=[O:38])[O:36][C:32]([CH3:35])([CH3:34])[CH3:33])[CH2:43][CH2:42][CH2:41]4)=[CH:45][CH:46]=3)=[N:8][N:9]3[C:14]([C:15]([F:16])([F:17])[F:18])=[CH:13][C:12]([C:19]([F:20])([F:21])[F:22])=[N:11][C:10]=23)[CH:25]=[CH:26][CH:27]=[CH:28][CH:29]=1. (4) The reactants are [NH2:1][CH:2]([C:6]1[N:7]([CH2:17][C:18]2[CH:23]=[CH:22][CH:21]=[CH:20][CH:19]=2)[C:8](=[O:16])[C:9]2[C:14]([CH3:15])=[N:13][O:12][C:10]=2[N:11]=1)[CH:3]([CH3:5])[CH3:4].[C:24]([O:28][C:29](=[O:35])[NH:30][CH2:31][CH2:32][CH:33]=O)([CH3:27])([CH3:26])[CH3:25].C(O[BH-](OC(=O)C)OC(=O)C)(=O)C.[Na+]. The catalyst is C(Cl)Cl.C(O)(=O)C. The yield is 0.600. The product is [C:24]([O:28][C:29](=[O:35])[NH:30][CH2:31][CH2:32][CH2:33][NH:1][CH:2]([C:6]1[N:7]([CH2:17][C:18]2[CH:19]=[CH:20][CH:21]=[CH:22][CH:23]=2)[C:8](=[O:16])[C:9]2[C:14]([CH3:15])=[N:13][O:12][C:10]=2[N:11]=1)[CH:3]([CH3:5])[CH3:4])([CH3:27])([CH3:26])[CH3:25].